This data is from Forward reaction prediction with 1.9M reactions from USPTO patents (1976-2016). The task is: Predict the product of the given reaction. (1) Given the reactants [Br:1][C:2]1[CH:10]=[CH:9][C:5]([C:6]([OH:8])=[O:7])=[C:4]([CH3:11])[CH:3]=1.[C:12](Cl)(=O)C, predict the reaction product. The product is: [Br:1][C:2]1[CH:10]=[CH:9][C:5]([C:6]([O:8][CH3:12])=[O:7])=[C:4]([CH3:11])[CH:3]=1. (2) Given the reactants [F:1][C:2]1[C:7]([F:8])=[CH:6][C:5]([OH:9])=[C:4]([O:10][CH3:11])[CH:3]=1.C(N(CC)C(C)C)(C)C.[Si:21](Cl)([C:24]([CH3:27])([CH3:26])[CH3:25])([CH3:23])[CH3:22].CN(C1C=CC=CN=1)C.[SiH4], predict the reaction product. The product is: [C:24]([Si:21]([O:9][C:5]1[CH:6]=[C:7]([F:8])[C:2]([F:1])=[CH:3][C:4]=1[O:10][CH3:11])([CH3:23])[CH3:22])([CH3:27])([CH3:26])[CH3:25]. (3) Given the reactants [CH3:1][C:2]1[N:3]=[CH:4][S:5][C:6]=1[CH:7]=O.[OH:9][C:10]1[CH:15]=[CH:14][C:13]([C:16](=[O:18])[CH3:17])=[CH:12][C:11]=1[CH3:19].[OH-].[Na+].Cl, predict the reaction product. The product is: [OH:9][C:10]1[CH:15]=[CH:14][C:13]([C:16](=[O:18])/[CH:17]=[CH:7]/[C:6]2[S:5][CH:4]=[N:3][C:2]=2[CH3:1])=[CH:12][C:11]=1[CH3:19]. (4) Given the reactants C(N([CH2:6][CH3:7])CC)C.CO[C:10]1[CH:20]=[CH:19][C:13]([CH:14]=CC(Cl)=O)=[CH:12][CH:11]=1.C([O-])(O)=[O:22].[Na+].[NH4+].[Cl-], predict the reaction product. The product is: [CH:10]12[CH2:14][CH:13]([CH:12]=[CH:11]1)[CH2:19][CH:20]2[CH2:6][CH2:7][OH:22]. (5) The product is: [ClH:7].[C:8]1([C@H:14]([CH3:26])[C:15]([NH:17][NH2:18])=[O:16])[CH:13]=[CH:12][CH:11]=[CH:10][CH:9]=1. Given the reactants C(OCC)(=O)C.[ClH:7].[C:8]1([C@H:14]([CH3:26])[C:15]([NH:17][NH:18]C(OC(C)(C)C)=O)=[O:16])[CH:13]=[CH:12][CH:11]=[CH:10][CH:9]=1.C(OCC)C, predict the reaction product.